Dataset: Peptide-MHC class II binding affinity with 134,281 pairs from IEDB. Task: Regression. Given a peptide amino acid sequence and an MHC pseudo amino acid sequence, predict their binding affinity value. This is MHC class II binding data. (1) The peptide sequence is PTYLDGADVTKIKPH. The MHC is DRB1_0101 with pseudo-sequence DRB1_0101. The binding affinity (normalized) is 0.922. (2) The peptide sequence is LNFVVDEMVKDSTVI. The MHC is DRB1_0101 with pseudo-sequence DRB1_0101. The binding affinity (normalized) is 0.546.